The task is: Predict the reaction yield, written as a fraction of the theoretical maximum amount of product (1.0 means a 100% yield; for example, 0.34 means a 34% yield).. This data is from Reaction yield outcomes from USPTO patents with 853,638 reactions. The reactants are [CH3:1][O:2][C:3]1[CH:8]=[CH:7][CH:6]=[CH:5][C:4]=1[N:9]1[CH2:14][CH2:13][N:12]([CH2:15][C@H:16]([NH2:24])[CH2:17][C:18]2[CH:23]=[CH:22][N:21]=[CH:20][CH:19]=2)[CH2:11][CH2:10]1.C(N(CC)CC)C.[CH:32]1([C:38](Cl)=[O:39])[CH2:37][CH2:36][CH2:35][CH2:34][CH2:33]1. The catalyst is ClCCl. The product is [CH3:1][O:2][C:3]1[CH:8]=[CH:7][CH:6]=[CH:5][C:4]=1[N:9]1[CH2:14][CH2:13][N:12]([CH2:15][C@H:16]([NH:24][C:38]([CH:32]2[CH2:37][CH2:36][CH2:35][CH2:34][CH2:33]2)=[O:39])[CH2:17][C:18]2[CH:19]=[CH:20][N:21]=[CH:22][CH:23]=2)[CH2:11][CH2:10]1. The yield is 0.570.